This data is from Reaction yield outcomes from USPTO patents with 853,638 reactions. The task is: Predict the reaction yield, written as a fraction of the theoretical maximum amount of product (1.0 means a 100% yield; for example, 0.34 means a 34% yield). (1) The reactants are [Br:1][C:2]1[CH:7]=[CH:6][C:5]([CH2:8]Cl)=[CH:4][C:3]=1[CH2:10][CH3:11].[C-:12]#[N:13].[K+].C([O-])([O-])=O.[Na+].[Na+]. The catalyst is CN(C=O)C. The product is [Br:1][C:2]1[CH:7]=[CH:6][C:5]([CH2:8][C:12]#[N:13])=[CH:4][C:3]=1[CH2:10][CH3:11]. The yield is 0.630. (2) The reactants are [CH3:1][O:2][CH2:3][CH2:4][N:5]1[C:9]([CH3:10])=[C:8]([CH3:11])[S:7][C:6]1=[NH:12].CCN(CC)CC.[Cl:20][C:21]1[CH:26]=[C:25]([F:27])[CH:24]=[CH:23][C:22]=1[C:28](Cl)=[O:29]. The catalyst is C1COCC1. The product is [Cl:20][C:21]1[CH:26]=[C:25]([F:27])[CH:24]=[CH:23][C:22]=1[C:28](/[N:12]=[C:6]1\[S:7][C:8]([CH3:11])=[C:9]([CH3:10])[N:5]\1[CH2:4][CH2:3][O:2][CH3:1])=[O:29]. The yield is 0.520. (3) The reactants are [CH:1]1[C:9]2[C:8]3[CH:10]=[CH:11][CH:12]=[CH:13][C:7]=3[O:6][C:5]=2[CH:4]=[C:3]([S:14]([Cl:17])(=[O:16])=[O:15])[CH:2]=1.C(O)(C(F)(F)F)=O.[N+:25]([O-])([OH:27])=[O:26]. The catalyst is C(Cl)Cl. The product is [N+:25]([C:11]1[CH:12]=[CH:13][C:7]2[O:6][C:5]3[CH:4]=[C:3]([S:14]([Cl:17])(=[O:16])=[O:15])[CH:2]=[CH:1][C:9]=3[C:8]=2[CH:10]=1)([O-:27])=[O:26]. The yield is 0.780. (4) The reactants are [CH3:1][C:2]1[CH2:7][CH2:6][CH2:5][C:4]([CH3:9])([CH3:8])[C:3]=1[CH2:10][OH:11].[F:12][C:13]1[CH:14]=[C:15](O)[CH:16]=[CH:17][C:18]=1[F:19].C1(P(C2C=CC=CC=2)C2C=CC=CC=2)C=CC=CC=1.N(C(OCC)=O)=NC(OCC)=O. The catalyst is O1CCCC1. The product is [F:12][C:13]1[CH:14]=[CH:15][C:16]([O:11][CH2:10][C:3]2[C:4]([CH3:8])([CH3:9])[CH2:5][CH2:6][CH2:7][C:2]=2[CH3:1])=[CH:17][C:18]=1[F:19]. The yield is 0.130. (5) The reactants are [CH3:1][N:2]([CH3:18])[CH2:3][CH2:4][N:5]1[CH2:10][CH2:9][C:8]2[NH:11][C:12]([CH:15]=O)=[C:13]([CH3:14])[C:7]=2[C:6]1=[O:17].[F:19][C:20]1[CH:21]=[C:22]2[C:26](=[CH:27][C:28]=1[NH:29][C:30](=[O:35])[C:31]([OH:34])([CH3:33])[CH3:32])[NH:25][C:24](=[O:36])[CH2:23]2. No catalyst specified. The product is [CH3:1][N:2]([CH3:18])[CH2:3][CH2:4][N:5]1[CH2:10][CH2:9][C:8]2[NH:11][C:12]([CH:15]=[C:23]3[C:22]4[C:26](=[CH:27][C:28]([NH:29][C:30](=[O:35])[C:31]([OH:34])([CH3:32])[CH3:33])=[C:20]([F:19])[CH:21]=4)[NH:25][C:24]3=[O:36])=[C:13]([CH3:14])[C:7]=2[C:6]1=[O:17]. The yield is 0.418. (6) The yield is 0.510. The reactants are [CH3:1][O:2][C:3]1[CH:4]=[C:5]2[C:10](=[CH:11][C:12]=1[O:13][CH3:14])[N:9]=[CH:8][CH:7]=[C:6]2[O:15][C:16]1[C:22]([CH3:23])=[CH:21][C:19]([NH2:20])=[C:18]([CH3:24])[CH:17]=1.C(N(CC)CC)C.ClC(Cl)(O[C:36](=[O:42])OC(Cl)(Cl)Cl)Cl.[CH2:44]([N:48]([CH2:52][CH2:53][CH2:54][CH3:55])[CH2:49][CH2:50][NH2:51])[CH2:45][CH2:46][CH3:47]. The catalyst is C(Cl)(Cl)Cl.O. The product is [CH2:44]([N:48]([CH2:52][CH2:53][CH2:54][CH3:55])[CH2:49][CH2:50][NH:51][C:36]([NH:20][C:19]1[CH:21]=[C:22]([CH3:23])[C:16]([O:15][C:6]2[C:5]3[C:10](=[CH:11][C:12]([O:13][CH3:14])=[C:3]([O:2][CH3:1])[CH:4]=3)[N:9]=[CH:8][CH:7]=2)=[CH:17][C:18]=1[CH3:24])=[O:42])[CH2:45][CH2:46][CH3:47].